Dataset: Reaction yield outcomes from USPTO patents with 853,638 reactions. Task: Predict the reaction yield, written as a fraction of the theoretical maximum amount of product (1.0 means a 100% yield; for example, 0.34 means a 34% yield). (1) The reactants are [O:1]=[C:2]1[CH2:7][S:6][C:5]2[CH:8]=[CH:9][C:10]([C:12]([OH:14])=O)=[N:11][C:4]=2[NH:3]1.[CH3:15][O:16][C:17]1[CH:18]=[C:19]2[C:24](=[CH:25][CH:26]=1)[N:23]=[CH:22][C:21]([S:27][CH2:28][CH2:29][N:30]1[CH2:35][CH2:34][CH:33]([NH2:36])[CH2:32][CH2:31]1)=[CH:20]2. No catalyst specified. The product is [CH3:15][O:16][C:17]1[CH:18]=[C:19]2[C:24](=[CH:25][CH:26]=1)[N:23]=[CH:22][C:21]([S:27][CH2:28][CH2:29][N:30]1[CH2:35][CH2:34][CH:33]([NH:36][C:12]([C:10]3[CH:9]=[CH:8][C:5]4[S:6][CH2:7][C:2](=[O:1])[NH:3][C:4]=4[N:11]=3)=[O:14])[CH2:32][CH2:31]1)=[CH:20]2. The yield is 0.300. (2) The reactants are Br[C:2]1[CH:7]=[CH:6][N:5]=[CH:4][C:3]=1[NH:8][C:9]1[N:13]2[N:14]=[C:15]([C:18]3[C:23]([F:24])=[CH:22][CH:21]=[CH:20][C:19]=3[F:25])[CH:16]=[CH:17][C:12]2=[CH:11][N:10]=1.ClC1C=CN=CC=1NC1N2N=C(C3C(F)=CC=CC=3F)C=CC2=CN=1.[NH2:51][C:52]1[CH:57]=[C:56](B(O)O)[CH:55]=[CH:54][N:53]=1.C([O-])([O-])=O.[Na+].[Na+]. The catalyst is O1CCOCC1.CCOC(C)=O.O.C1C=CC([P]([Pd]([P](C2C=CC=CC=2)(C2C=CC=CC=2)C2C=CC=CC=2)([P](C2C=CC=CC=2)(C2C=CC=CC=2)C2C=CC=CC=2)[P](C2C=CC=CC=2)(C2C=CC=CC=2)C2C=CC=CC=2)(C2C=CC=CC=2)C2C=CC=CC=2)=CC=1. The product is [F:25][C:19]1[CH:20]=[CH:21][CH:22]=[C:23]([F:24])[C:18]=1[C:15]1[CH:16]=[CH:17][C:12]2[N:13]([C:9]([NH:8][C:3]3[CH:4]=[N:5][CH:6]=[CH:7][C:2]=3[C:56]3[CH:55]=[CH:54][N:53]=[C:52]([NH2:51])[CH:57]=3)=[N:10][CH:11]=2)[N:14]=1. The yield is 0.170. (3) The reactants are C[N:2]1[CH:7]=[C:6]([N+:8]([O-:10])=[O:9])[CH:5]=[C:4]([N+]([O-])=O)[C:3]1=O.[O:15]1[C:19]2([CH2:24]CC(=O)[CH2:21][CH2:20]2)[O:18][CH2:17][CH2:16]1.N. The catalyst is CO. The product is [N+:8]([C:6]1[CH:7]=[N:2][C:3]2[CH2:21][CH2:20][C:19]3([O:18][CH2:17][CH2:16][O:15]3)[CH2:24][C:4]=2[CH:5]=1)([O-:10])=[O:9]. The yield is 0.820. (4) The reactants are [O:1]1[C:5]2[CH:6]=[CH:7][C:8]([C:10]3[S:11][CH:12]=[C:13]([C:15]([OH:17])=O)[N:14]=3)=[CH:9][C:4]=2[CH2:3][CH2:2]1.[NH:18]1[CH:22]=[CH:21][N:20]=[C:19]1[NH2:23].F[P-](F)(F)(F)(F)F.N1(OC(N(C)C)=[N+](C)C)C2C=CC=CC=2N=N1.C(N(CC)C(C)C)(C)C. The catalyst is CN(C)C=O.CN(C)C1C=CN=CC=1. The product is [O:1]1[C:5]2[CH:6]=[CH:7][C:8]([C:10]3[S:11][CH:12]=[C:13]([C:15]([NH:23][C:19]4[NH:18][CH:22]=[CH:21][N:20]=4)=[O:17])[N:14]=3)=[CH:9][C:4]=2[CH2:3][CH2:2]1. The yield is 0.210. (5) The reactants are [Cl:1][C:2]1[CH:7]=[CH:6][C:5]([N:8]2[CH2:13][CH2:12][CH:11]([C:14]([OH:16])=O)[CH2:10][CH2:9]2)=[CH:4][C:3]=1[NH:17][C@@H:18]([C:20]1[CH:25]=[CH:24][C:23]([Cl:26])=[CH:22][C:21]=1[Cl:27])[CH3:19].C[N:29]1[CH2:34][CH2:33][O:32][CH2:31][CH2:30]1.CN(C(ON1N=NC2C=CC=NC1=2)=[N+](C)C)C.F[P-](F)(F)(F)(F)F.CCN(C(C)C)C(C)C. The catalyst is CN(C=O)C. The product is [Cl:1][C:2]1[CH:7]=[CH:6][C:5]([N:8]2[CH2:13][CH2:12][CH:11]([C:14]([N:29]3[CH2:34][CH2:33][O:32][CH2:31][CH2:30]3)=[O:16])[CH2:10][CH2:9]2)=[CH:4][C:3]=1[NH:17][C@@H:18]([C:20]1[CH:25]=[CH:24][C:23]([Cl:26])=[CH:22][C:21]=1[Cl:27])[CH3:19]. The yield is 0.430. (6) The reactants are C[Si]([N-][Si](C)(C)C)(C)C.[K+].C1OCCOCCOCCOCCOCCOC1.[CH2:29]([O:31][C:32](=[O:48])[CH2:33]P(OCC(F)(F)F)(OCC(F)(F)F)=O)[CH3:30].[S:49]1[CH:53]=[CH:52][C:51]([CH:54]=O)=[CH:50]1. The catalyst is C1COCC1. The product is [CH2:29]([O:31][C:32](=[O:48])[CH:33]=[CH:54][C:51]1[CH:52]=[CH:53][S:49][CH:50]=1)[CH3:30]. The yield is 0.827. (7) The catalyst is C1COCC1.C(OCC)C.O. The reactants are [NH:1]1[C:9]2[C:4](=[CH:5][CH:6]=[CH:7][CH:8]=2)[CH:3]=[CH:2]1.C([Li])CCC.[C:15](=O)=[O:16].C([Li])(C)(C)C.CN(C)C=O. The yield is 0.580. The product is [NH:1]1[C:9]2[C:4](=[CH:5][CH:6]=[CH:7][CH:8]=2)[CH:3]=[C:2]1[CH:15]=[O:16].